Dataset: Full USPTO retrosynthesis dataset with 1.9M reactions from patents (1976-2016). Task: Predict the reactants needed to synthesize the given product. (1) Given the product [BrH:24].[C:9]([CH2:8][CH2:7]/[C:3](/[CH:2]=[N:22]/[C:23]1[CH:21]=[CH:20][C:16]([C:17]([OH:19])=[O:18])=[CH:15][CH:14]=1)=[CH:4]\[CH:5]=[CH:6]\[NH:1][C:13]1[CH:21]=[CH:20][C:16]([C:17]([OH:19])=[O:18])=[CH:15][CH:14]=1)([OH:11])=[O:10], predict the reactants needed to synthesize it. The reactants are: [N:1]1[CH:6]=[CH:5][CH:4]=[C:3]([CH2:7][CH2:8][C:9]([OH:11])=[O:10])[CH:2]=1.N[C:13]1[CH:21]=[CH:20][C:16]([C:17]([OH:19])=[O:18])=[CH:15][CH:14]=1.[N:22]#[C:23][Br:24]. (2) Given the product [F:44][C:63]1[CH:64]=[C:4]2[C:5](=[CH:66][CH:62]=1)[NH:8][C:14]([C:15]1[CH:16]=[C:17]([C:21]3[N:22]([CH2:34][C:35]4[C:40]([F:41])=[CH:39][C:38]([F:42])=[CH:37][C:36]=4[F:43])[N:23]=[C:24]4[C:29]=3[CH:28]=[CH:27][CH:26]=[C:25]4[C:30]([F:32])([F:33])[F:31])[CH:18]=[CH:19][CH:20]=1)=[CH:13]2, predict the reactants needed to synthesize it. The reactants are: FC1C=C[C:5]([NH:8]C(=O)OC)=[C:4]([C:13]#[C:14][C:15]2[CH:20]=[CH:19][CH:18]=[C:17]([C:21]3[N:22]([CH2:34][C:35]4[C:40]([F:41])=[CH:39][C:38]([F:42])=[CH:37][C:36]=4[F:43])[N:23]=[C:24]4[C:29]=3[CH:28]=[CH:27][CH:26]=[C:25]4[C:30]([F:33])([F:32])[F:31])[CH:16]=2)C=1.[F-:44].C([N+](CCCC)(CCCC)CCCC)CCC.[CH2:62]1[CH2:66]O[CH2:64][CH2:63]1. (3) Given the product [Br:28][C:29]1[CH:34]=[CH:33][C:32]([CH:4]2[C:5](=[O:10])[C@H:6]3[O:9][C@:2]([CH3:1])([CH2:8][CH2:7]3)[C:3]2=[O:11])=[C:31]([CH2:36][CH3:37])[CH:30]=1, predict the reactants needed to synthesize it. The reactants are: [CH3:1][C@@:2]12[O:9][C@@H:6]([CH2:7][CH2:8]1)[C:5](=[O:10])[CH2:4][C:3]2=[O:11].C(Cl)(Cl)Cl.C([O-])(=O)C.C([O-])(=O)C.C([O-])(=O)C.[Br:28][C:29]1[CH:34]=[CH:33][C:32]([Pb+3])=[C:31]([CH2:36][CH3:37])[CH:30]=1.Cl. (4) Given the product [NH:39]1[C:40]2[C:36](=[C:35]([C:33]3[CH:32]=[C:31]([NH:54][C:55](=[O:58])[CH2:56][CH3:57])[CH:30]=[C:29]([C:27]([C:23]4[CH:22]=[N:21][CH:26]=[CH:25][CH:24]=4)=[O:28])[CH:34]=3)[CH:43]=[CH:42][CH:41]=2)[CH:37]=[CH:38]1, predict the reactants needed to synthesize it. The reactants are: BrC1C=C(NC(=O)CC)C=C(C(C2C=NC=CC=2)=O)C=1.[N:21]1[CH:26]=[CH:25][CH:24]=[C:23]([C:27]([C:29]2[CH:30]=[C:31]([NH:54][C:55](=[O:58])[CH2:56][CH3:57])[CH:32]=[C:33]([C:35]3[CH:43]=[CH:42][CH:41]=[C:40]4[C:36]=3[CH:37]=[CH:38][N:39]4[Si](C(C)C)(C(C)C)C(C)C)[CH:34]=2)=[O:28])[CH:22]=1. (5) Given the product [F:31][C:32]1[CH:41]=[C:40]2[C:10](=[CH:34][CH:33]=1)[CH2:11][N:12]([CH2:15][CH2:16][CH2:17][CH2:18][O:19][C:20]1[CH:29]=[CH:28][C:27]3[C:22](=[C:23]([OH:30])[CH:24]=[CH:25][CH:26]=3)[N:21]=1)[CH2:13][CH2:14]2, predict the reactants needed to synthesize it. The reactants are: ClC1C(Cl)=CC=CC=1N1[CH2:14][CH2:13][N:12]([CH2:15][CH2:16][CH2:17][CH2:18][O:19][C:20]2[CH:29]=[CH:28][C:27]3[C:22](=[C:23]([OH:30])[CH:24]=[CH:25][CH:26]=3)[N:21]=2)[CH2:11][CH2:10]1.[F:31][C:32]1[CH:33]=[C:34]2C(=[CH:40][CH:41]=1)CNCC2. (6) Given the product [NH2:8][C:16]1[N:17]=[CH:18][N:19]=[C:20]([NH:24][C:25]2[C:30](=[O:31])[N:29]3[C:32]4([CH2:40][CH2:39][CH2:38][CH2:37][CH2:36]4)[NH:33][C:34](=[O:35])[C:28]3=[C:27]([CH3:41])[CH:26]=2)[C:21]=1[OH:22], predict the reactants needed to synthesize it. The reactants are: C(OC([N:8]([C:16]1[C:21]([O:22]C)=[C:20]([NH:24][C:25]2[C:30](=[O:31])[N:29]3[C:32]4([CH2:40][CH2:39][CH2:38][CH2:37][CH2:36]4)[NH:33][C:34](=[O:35])[C:28]3=[C:27]([CH3:41])[CH:26]=2)[N:19]=[CH:18][N:17]=1)C(=O)OC(C)(C)C)=O)(C)(C)C.ClCCl.B(Br)(Br)Br. (7) Given the product [C:15]1([C:21]#[C:22][C:23]2[S:24][C:25]([CH:28]([N:1]3[CH2:5][CH2:4][CH2:3][CH2:2]3)[CH3:9])=[CH:26][N:27]=2)[CH:20]=[CH:19][CH:18]=[CH:17][CH:16]=1, predict the reactants needed to synthesize it. The reactants are: [NH:1]1[CH2:5][CH2:4][CH2:3][CH2:2]1.N1C2C=CC=C[C:9]=2N=N1.[C:15]1([C:21]#[C:22][C:23]2[S:24][C:25]([CH:28]=O)=[CH:26][N:27]=2)[CH:20]=[CH:19][CH:18]=[CH:17][CH:16]=1.C1COCC1. (8) Given the product [CH3:1][O:2][C:3]([N:5]1[C:11]2[CH:12]=[CH:13][CH:14]=[CH:15][C:10]=2[C:9]([O:16][CH3:21])=[CH:8][C:7]2[CH:17]=[CH:18][CH:19]=[CH:20][C:6]1=2)=[O:4], predict the reactants needed to synthesize it. The reactants are: [CH3:1][O:2][C:3]([N:5]1[C:11]2[CH:12]=[CH:13][CH:14]=[CH:15][C:10]=2[C:9](=[O:16])[CH2:8][C:7]2[CH:17]=[CH:18][CH:19]=[CH:20][C:6]1=2)=[O:4].[C:21]1(C)C=CC(S(O)(=O)=O)=CC=1.C(OC)(OC)OC. (9) Given the product [CH3:26][O:27][C:28]([C:30]1[CH:31]=[CH:32][C:33]2[C:37]([Cl:38])=[C:36]([C:39](=[O:40])[N:16]([C:8]3[CH:9]=[CH:10][C:11]4[S:12][C:13]5[C:4](=[CH:3][C:2]([Br:1])=[CH:15][CH:14]=5)[C:5](=[O:18])[C:6]=4[CH:7]=3)[CH3:17])[S:35][C:34]=2[CH:42]=1)=[O:29], predict the reactants needed to synthesize it. The reactants are: [Br:1][C:2]1[CH:15]=[CH:14][C:13]2[S:12][C:11]3[C:6](=[CH:7][C:8]([NH:16][CH3:17])=[CH:9][CH:10]=3)[C:5](=[O:18])[C:4]=2[CH:3]=1.C(N(CC)CC)C.[CH3:26][O:27][C:28]([C:30]1[CH:31]=[CH:32][C:33]2[C:37]([Cl:38])=[C:36]([C:39](Cl)=[O:40])[S:35][C:34]=2[CH:42]=1)=[O:29]. (10) Given the product [Cl:1][C:2]1[CH:11]=[C:10]2[C:5]([N:6]=[CH:7][C:8]([NH:12][C@H:13]3[CH2:16][C@H:15]([N:17]4[C:18]5=[N:19][CH:20]=[CH:21][CH:22]=[C:23]5[N:24]=[C:25]4[O:26][CH3:27])[CH2:14]3)=[N:9]2)=[CH:4][CH:3]=1, predict the reactants needed to synthesize it. The reactants are: [Cl:1][C:2]1[CH:11]=[C:10]2[C:5]([N:6]=[CH:7][C:8]([NH:12][C@H:13]3[CH2:16][C@H:15]([NH:17][C:18]4[C:23]([NH2:24])=[CH:22][CH:21]=[CH:20][N:19]=4)[CH2:14]3)=[N:9]2)=[CH:4][CH:3]=1.[C:25](OC)(OC)(OC)[O:26][CH3:27].C(O)(=O)CC.